Dataset: Reaction yield outcomes from USPTO patents with 853,638 reactions. Task: Predict the reaction yield, written as a fraction of the theoretical maximum amount of product (1.0 means a 100% yield; for example, 0.34 means a 34% yield). (1) The reactants are [N:1]1([C:5]2[CH:10]=[CH:9][N:8]=[C:7]([NH2:11])[CH:6]=2)[CH2:4][CH2:3][CH2:2]1.Br[CH2:13][C:14]([C:16]1[CH:17]=[C:18]([CH3:22])[CH:19]=[CH:20][CH:21]=1)=O. No catalyst specified. The product is [N:1]1([C:5]2[CH:10]=[CH:9][N:8]3[CH:13]=[C:14]([C:16]4[CH:17]=[C:18]([CH3:22])[CH:19]=[CH:20][CH:21]=4)[N:11]=[C:7]3[CH:6]=2)[CH2:4][CH2:3][CH2:2]1. The yield is 0.270. (2) The reactants are [C:1]([O:5][C:6](=[O:9])[CH2:7][NH2:8])([CH3:4])([CH3:3])[CH3:2].C(N(C(C)C)CC)(C)C.Cl[C:20]([O:22][CH2:23][C:24]1[CH:29]=[CH:28][CH:27]=[CH:26][CH:25]=1)=[O:21]. The catalyst is C(Cl)Cl. The product is [C:1]([O:5][C:6](=[O:9])[CH:7]([C:20]([O:22][CH2:23][C:24]1[CH:29]=[CH:28][CH:27]=[CH:26][CH:25]=1)=[O:21])[NH2:8])([CH3:4])([CH3:3])[CH3:2]. The yield is 0.990. (3) The reactants are C(=O)([O-])[O-].[K+].[K+].Br[CH2:8][C:9]([NH2:11])=[O:10].[OH:12][C:13]1[CH:14]=[CH:15][C:16]([C:19]2[N:23]([C:24]3[CH:25]=[N:26][CH:27]=[CH:28][CH:29]=3)[N:22]=[C:21]([C:30]([N:32]3[CH2:37][CH2:36][C:35]([F:39])([F:38])[CH2:34][CH2:33]3)=[O:31])[CH:20]=2)=[N:17][CH:18]=1. The catalyst is CN(C)C=O. The product is [C:9]([CH2:8][O:12][C:13]1[CH:14]=[CH:15][C:16]([C:19]2[N:23]([C:24]3[CH:25]=[N:26][CH:27]=[CH:28][CH:29]=3)[N:22]=[C:21]([C:30]([N:32]3[CH2:33][CH2:34][C:35]([F:39])([F:38])[CH2:36][CH2:37]3)=[O:31])[CH:20]=2)=[N:17][CH:18]=1)(=[O:10])[NH2:11]. The yield is 0.700. (4) The product is [Cl:13][C:5]1[CH:6]=[C:7]([C:9]([F:10])([F:11])[F:12])[CH:8]=[C:2]([F:1])[C:3]=1[NH2:4]. The yield is 0.500. The catalyst is C(#N)C. The reactants are [F:1][C:2]1[CH:8]=[C:7]([C:9]([F:12])([F:11])[F:10])[CH:6]=[CH:5][C:3]=1[NH2:4].[Cl:13]N1C(=O)CCC1=O. (5) The reactants are [Br:1][C:2]1[CH:3]=[CH:4][C:5]([O:10][CH2:11][CH:12]2[CH2:17][CH2:16][N:15]([CH2:18][C:19](O)([CH3:21])[CH3:20])[CH2:14][CH2:13]2)=[C:6]([CH:9]=1)[C:7]#[N:8].CCN(S(F)(F)[F:29])CC.O. The catalyst is C(Cl)Cl. The product is [Br:1][C:2]1[CH:3]=[CH:4][C:5]([O:10][CH2:11][CH:12]2[CH2:17][CH2:16][N:15]([CH2:18][C:19]([F:29])([CH3:21])[CH3:20])[CH2:14][CH2:13]2)=[C:6]([CH:9]=1)[C:7]#[N:8]. The yield is 0.570. (6) The reactants are C(O[C:4]([C:6]1[CH:7]=[C:8]2[C:12](=[CH:13][CH:14]=1)[NH:11][N:10]=[CH:9]2)=[O:5])C.[CH2:15]([Mg]Br)[CH3:16].[CH2:19]1COC[CH2:20]1. No catalyst specified. The product is [NH:11]1[C:12]2[C:8](=[CH:7][C:6]([C:4]([OH:5])([CH2:15][CH3:16])[CH2:19][CH3:20])=[CH:14][CH:13]=2)[CH:9]=[N:10]1. The yield is 0.740. (7) The product is [C:16]([C:13]1[CH:14]=[C:15]2[C:10](=[CH:11][CH:12]=1)[C:9](=[O:22])[N:8]([CH2:23][CH:24]([CH3:25])[CH3:26])[C:7]([CH2:27][NH:28][C:29](=[O:35])[O:30][C:31]([CH3:33])([CH3:32])[CH3:34])=[C:6]2[O:5][CH2:1][CH2:2][CH2:3][CH3:4])(=[O:17])[CH3:37]. The reactants are [CH2:1]([O:5][C:6]1[C:15]2[C:10](=[CH:11][CH:12]=[C:13]([C:16](N(OC)C)=[O:17])[CH:14]=2)[C:9](=[O:22])[N:8]([CH2:23][CH:24]([CH3:26])[CH3:25])[C:7]=1[CH2:27][NH:28][C:29](=[O:35])[O:30][C:31]([CH3:34])([CH3:33])[CH3:32])[CH2:2][CH2:3][CH3:4].O1CCC[CH2:37]1.C[Mg]Br.O. The yield is 0.841. The catalyst is O1CCCC1. (8) The reactants are [C:1]([C:3]1[C:8]([CH:9]=[C:10]([CH3:12])[CH3:11])=[CH:7][CH:6]=[CH:5][C:4]=1[NH:13][C:14]([NH:16]C(=O)C1C=CC=CC=1)=[O:15])#[N:2].[OH-].[Na+].CC(O)=O. The catalyst is CCO. The product is [NH2:2][C:1]1[C:3]2[C:4](=[CH:5][CH:6]=[CH:7][C:8]=2[CH:9]=[C:10]([CH3:12])[CH3:11])[NH:13][C:14](=[O:15])[N:16]=1. The yield is 0.770.